Predict the reaction yield, written as a fraction of the theoretical maximum amount of product (1.0 means a 100% yield; for example, 0.34 means a 34% yield). From a dataset of Reaction yield outcomes from USPTO patents with 853,638 reactions. (1) The reactants are [F:1][CH:2]([F:13])[O:3][C:4]1[CH:9]=[CH:8][C:7]([CH2:10][CH2:11][OH:12])=[CH:6][CH:5]=1.C(N(CC)CC)C.[CH3:21][S:22](Cl)(=[O:24])=[O:23]. The catalyst is C(Cl)Cl. The product is [F:1][CH:2]([F:13])[O:3][C:4]1[CH:5]=[CH:6][C:7]([CH2:10][CH2:11][O:12][S:22]([CH3:21])(=[O:24])=[O:23])=[CH:8][CH:9]=1. The yield is 0.950. (2) The reactants are [C:1]1([CH2:11][N:12]2[C:16]3[CH:17]=[CH:18][CH:19]=[CH:20][C:15]=3[N:14]([CH2:21][CH2:22][C:23](O)=[O:24])[C:13]2=[O:26])[C:10]2[C:5](=[CH:6][CH:7]=[CH:8][CH:9]=2)[CH:4]=[CH:3][CH:2]=1.C(N1C=CN=C1)(N1C=CN=C1)=O.[C:39]1([S:45]([NH2:48])(=[O:47])=[O:46])[CH:44]=[CH:43][CH:42]=[CH:41][CH:40]=1.N12CCCN=C1CCCCC2.Cl. The catalyst is C1COCC1.O. The product is [C:1]1([CH2:11][N:12]2[C:16]3[CH:17]=[CH:18][CH:19]=[CH:20][C:15]=3[N:14]([CH2:21][CH2:22][C:23]([NH:48][S:45]([C:39]3[CH:44]=[CH:43][CH:42]=[CH:41][CH:40]=3)(=[O:47])=[O:46])=[O:24])[C:13]2=[O:26])[C:10]2[C:5](=[CH:6][CH:7]=[CH:8][CH:9]=2)[CH:4]=[CH:3][CH:2]=1. The yield is 0.590. (3) The reactants are [N:1]1([CH2:7][CH2:8][O:9][C:10]2[C:19]3[C:14](=[CH:15][CH:16]=[CH:17][CH:18]=3)[C:13]([NH2:20])=[CH:12][CH:11]=2)[CH2:6][CH2:5][O:4][CH2:3][CH2:2]1.[Br:21][C:22]1[CH:23]=[C:24]([CH:28]=[CH:29][CH:30]=1)[C:25](O)=[O:26].CN(C(ON1N=NC2C=CC=CC1=2)=[N+](C)C)C.F[P-](F)(F)(F)(F)F.CCN(C(C)C)C(C)C. The catalyst is CN(C=O)C. The product is [Br:21][C:22]1[CH:23]=[C:24]([CH:28]=[CH:29][CH:30]=1)[C:25]([NH:20][C:13]1[C:14]2[C:19](=[CH:18][CH:17]=[CH:16][CH:15]=2)[C:10]([O:9][CH2:8][CH2:7][N:1]2[CH2:6][CH2:5][O:4][CH2:3][CH2:2]2)=[CH:11][CH:12]=1)=[O:26]. The yield is 0.480. (4) The reactants are [CH3:1][N:2]([CH3:29])[C:3]1[N:8]=[CH:7][C:6]([C:9]2[C:22]3[C:17](=[CH:18][C:19]([O:25][CH2:26][CH3:27])=[C:20]([O:23][CH3:24])[CH:21]=3)[C@@H:16]3[C@@H:11]([CH2:12][CH2:13][C@@H:14]([OH:28])[CH2:15]3)[N:10]=2)=[CH:5][N:4]=1.[O:30]=[C:31]([CH2:35][CH2:36][C:37]([OH:39])=[O:38])[C:32](O)=[O:33]. The catalyst is ClCCl. The yield is 0.570. The product is [O:30]=[C:31]([CH2:35][CH2:36][C:37]([OH:39])=[O:38])[C:32]([O:28][C@@H:14]1[CH2:13][CH2:12][C@@H:11]2[C@@H:16]([C:17]3[C:22]([C:9]([C:6]4[CH:7]=[N:8][C:3]([N:2]([CH3:1])[CH3:29])=[N:4][CH:5]=4)=[N:10]2)=[CH:21][C:20]([O:23][CH3:24])=[C:19]([O:25][CH2:26][CH3:27])[CH:18]=3)[CH2:15]1)=[O:33]. (5) The reactants are C[Si](C)(C)CCOC[N:7]1[C:11]2[C:12]3[CH:13]=[CH:14][S:15][C:16]=3[CH2:17][C:10]=2[C:9]([C:18]2[CH:23]=[CH:22][C:21]([C:24]3[CH:29]=[CH:28][C:27]([C:30]#[N:31])=[CH:26][CH:25]=3)=[CH:20][CH:19]=2)=[N:8]1.Cl. The catalyst is CO. The product is [S:15]1[CH:14]=[CH:13][C:12]2[C:11]3[NH:7][N:8]=[C:9]([C:18]4[CH:19]=[CH:20][C:21]([C:24]5[CH:29]=[CH:28][C:27]([C:30]#[N:31])=[CH:26][CH:25]=5)=[CH:22][CH:23]=4)[C:10]=3[CH2:17][C:16]1=2. The yield is 0.830.